Dataset: Peptide-MHC class I binding affinity with 185,985 pairs from IEDB/IMGT. Task: Regression. Given a peptide amino acid sequence and an MHC pseudo amino acid sequence, predict their binding affinity value. This is MHC class I binding data. (1) The peptide sequence is ATATWFQYY. The binding affinity (normalized) is 0.751. The MHC is HLA-A80:01 with pseudo-sequence HLA-A80:01. (2) The peptide sequence is FEDQFLPFMS. The MHC is HLA-B45:01 with pseudo-sequence HLA-B45:01. The binding affinity (normalized) is 0.246. (3) The peptide sequence is DERGESII. The MHC is HLA-B40:02 with pseudo-sequence HLA-B40:02. The binding affinity (normalized) is 0.113. (4) The peptide sequence is TTAQGTSMY. The MHC is HLA-A68:01 with pseudo-sequence HLA-A68:01. The binding affinity (normalized) is 0.570. (5) The peptide sequence is APFMSDLQF. The MHC is HLA-B35:01 with pseudo-sequence HLA-B35:01. The binding affinity (normalized) is 0.813. (6) The peptide sequence is WTDYWQVTW. The MHC is Mamu-B17 with pseudo-sequence Mamu-B17. The binding affinity (normalized) is 0.136. (7) The binding affinity (normalized) is 0.613. The MHC is H-2-Kk with pseudo-sequence H-2-Kk. The peptide sequence is LEHDRVVL.